Predict the reaction yield, written as a fraction of the theoretical maximum amount of product (1.0 means a 100% yield; for example, 0.34 means a 34% yield). From a dataset of Reaction yield outcomes from USPTO patents with 853,638 reactions. The reactants are [F:1][C:2]([F:39])([F:38])[C:3]1[CH:4]=[C:5]([CH:31]=[C:32]([C:34]([F:37])([F:36])[F:35])[CH:33]=1)[CH2:6][N:7]1[CH2:14][CH2:13][CH2:12][NH:11][C:10]2[N:15]=[C:16](S(C)(=O)=O)[N:17]=[C:18]([C:19]3[CH:24]=[CH:23][CH:22]=[CH:21][C:20]=3[CH3:25])[C:9]=2[C:8]1=[O:30].[N:40]1([CH:46]2[CH2:51][CH2:50][NH:49][CH2:48][CH2:47]2)[CH2:45][CH2:44][O:43][CH2:42][CH2:41]1. No catalyst specified. The product is [F:1][C:2]([F:39])([F:38])[C:3]1[CH:4]=[C:5]([CH:31]=[C:32]([C:34]([F:37])([F:36])[F:35])[CH:33]=1)[CH2:6][N:7]1[CH2:14][CH2:13][CH2:12][NH:11][C:10]2[N:15]=[C:16]([N:49]3[CH2:50][CH2:51][CH:46]([N:40]4[CH2:45][CH2:44][O:43][CH2:42][CH2:41]4)[CH2:47][CH2:48]3)[N:17]=[C:18]([C:19]3[CH:24]=[CH:23][CH:22]=[CH:21][C:20]=3[CH3:25])[C:9]=2[C:8]1=[O:30]. The yield is 0.870.